From a dataset of Tyrosyl-DNA phosphodiesterase HTS with 341,365 compounds. Binary Classification. Given a drug SMILES string, predict its activity (active/inactive) in a high-throughput screening assay against a specified biological target. The drug is s1c2cc(NC(=O)Cn3c4c(n(c(=O)n(c4=O)C)C)nc3)ccc2nc1C. The result is 0 (inactive).